From a dataset of Full USPTO retrosynthesis dataset with 1.9M reactions from patents (1976-2016). Predict the reactants needed to synthesize the given product. (1) The reactants are: [NH3+:1][C:2]1[CH:7]=[CH:6][C:5]([C:8]2[C:16]3[C:11](=[CH:12][NH+:13]=[CH:14][CH:15]=3)[N:10]([CH3:17])[CH:9]=2)=[CH:4][CH:3]=1.C(N(C(C)C)CC)(C)C.[CH3:27][O:28][C:29]1[CH:34]=[CH:33][CH:32]=[CH:31][C:30]=1[N:35]=[C:36]=[O:37].NC1C=CC=CC=1. Given the product [CH3:27][O:28][C:29]1[CH:34]=[CH:33][CH:32]=[CH:31][C:30]=1[NH:35][C:36]([NH:1][C:2]1[CH:3]=[CH:4][C:5]([C:8]2[C:16]3[C:11](=[CH:12][N:13]=[CH:14][CH:15]=3)[N:10]([CH3:17])[CH:9]=2)=[CH:6][CH:7]=1)=[O:37], predict the reactants needed to synthesize it. (2) Given the product [ClH:32].[ClH:1].[S:31]1[C:27]2[CH:26]=[CH:25][CH:24]=[C:23]([O:22][C:19]3[CH:20]=[CH:21][C:16]([NH:15][C:13]4[C:14]5[N:6]([CH2:5][CH2:4][NH:3][CH2:35][CH2:34][OH:33])[CH:7]=[CH:8][C:9]=5[N:10]=[CH:11][N:12]=4)=[CH:17][C:18]=3[Cl:32])[C:28]=2[CH:29]=[CH:30]1, predict the reactants needed to synthesize it. The reactants are: [ClH:1].Cl.[NH2:3][CH2:4][CH2:5][N:6]1[C:14]2[C:13]([NH:15][C:16]3[CH:21]=[CH:20][C:19]([O:22][C:23]4[C:28]5[CH:29]=[CH:30][S:31][C:27]=5[CH:26]=[CH:25][CH:24]=4)=[C:18]([Cl:32])[CH:17]=3)=[N:12][CH:11]=[N:10][C:9]=2[CH:8]=[CH:7]1.[OH:33][CH2:34][CH:35]=O.C(O[BH-](OC(=O)C)OC(=O)C)(=O)C.[Na+].C(=O)([O-])O.[Na+].